Dataset: Full USPTO retrosynthesis dataset with 1.9M reactions from patents (1976-2016). Task: Predict the reactants needed to synthesize the given product. (1) Given the product [Cl:62][CH2:63][O:23][C:22](=[O:24])[CH2:21][CH:20]([CH2:25][O:26][C:27](=[O:43])[C@H:28]([CH:40]([CH3:42])[CH3:41])[NH:29][C:30]([O:32][CH2:33][C:34]1[CH:39]=[CH:38][CH:37]=[CH:36][CH:35]=1)=[O:31])[CH2:19][O:18][C:16](=[O:17])[C@H:12]([CH:13]([CH3:15])[CH3:14])[NH:11][C:1]([O:3][CH2:4][C:5]1[CH:6]=[CH:7][CH:8]=[CH:9][CH:10]=1)=[O:2], predict the reactants needed to synthesize it. The reactants are: [C:1]([NH:11][C@H:12]([C:16]([O:18][CH2:19][CH:20]([CH2:25][O:26][C:27](=[O:43])[C@H:28]([CH:40]([CH3:42])[CH3:41])[NH:29][C:30]([O:32][CH2:33][C:34]1[CH:39]=[CH:38][CH:37]=[CH:36][CH:35]=1)=[O:31])[CH2:21][C:22]([OH:24])=[O:23])=[O:17])[CH:13]([CH3:15])[CH3:14])([O:3][CH2:4][C:5]1[CH:10]=[CH:9][CH:8]=[CH:7][CH:6]=1)=[O:2].[OH-].C([N+](CCCC)(CCCC)CCCC)CCC.[Cl:62][CH2:63]I. (2) Given the product [NH2:1][C:2]1[C:3]([O:17][CH2:18][C:19]([F:20])([F:21])[F:22])=[CH:4][C:5]([C:8]2([C:12]([O:14][CH2:15][CH3:16])=[O:13])[CH2:11][CH2:10][CH2:9]2)=[CH:6][C:7]=1[Cl:30], predict the reactants needed to synthesize it. The reactants are: [NH2:1][C:2]1[CH:7]=[CH:6][C:5]([C:8]2([C:12]([O:14][CH2:15][CH3:16])=[O:13])[CH2:11][CH2:10][CH2:9]2)=[CH:4][C:3]=1[O:17][CH2:18][C:19]([F:22])([F:21])[F:20].C1C(=O)N([Cl:30])C(=O)C1. (3) Given the product [C:1]([N:4]1[CH2:9][CH2:8][CH:7]([N:10]([C@H:29]2[CH2:34][CH2:33][C@H:32]([CH3:35])[CH2:31][CH2:30]2)[C:11]([NH:13][C:14]2[S:15][C:16]([S:19][CH2:20][C:21](=[O:28])[N:22]3[CH2:27][CH2:48][N:47]([C:46]4[N:45]=[CH:42][CH:43]=[CH:44][N:39]=4)[CH2:24][CH2:23]3)=[CH:17][N:18]=2)=[O:12])[CH2:6][CH2:5]1)(=[O:3])[CH3:2], predict the reactants needed to synthesize it. The reactants are: [C:1]([N:4]1[CH2:9][CH2:8][CH:7]([N:10]([C@H:29]2[CH2:34][CH2:33][C@H:32]([CH3:35])[CH2:31][CH2:30]2)[C:11]([NH:13][C:14]2[S:15][C:16]([S:19][CH2:20][C:21](=[O:28])[N:22]3[CH2:27]CC[CH2:24][CH2:23]3)=[CH:17][N:18]=2)=[O:12])[CH2:6][CH2:5]1)(=[O:3])[CH3:2].C([N:39]1[CH2:44][CH2:43][CH:42]([N:45]([C@H]2CC[C@H](C)CC2)[C:46](=O)[NH:47][C:48]2SC(SCC(O)=O)=CN=2)CC1)(=O)C.N1(C2N=CC=CN=2)CCNCC1. (4) Given the product [Br:9][C:10]1[CH:15]=[N:14][CH:13]=[C:12]([CH:16]2[CH2:2][O:17]2)[CH:11]=1, predict the reactants needed to synthesize it. The reactants are: [I-].[CH3:2][S+](C)(C)=O.[H-].[Na+].[Br:9][C:10]1[CH:11]=[C:12]([CH:16]=[O:17])[CH:13]=[N:14][CH:15]=1. (5) Given the product [Cl:1][C:2]1[CH:10]=[CH:9][CH:8]=[C:7]2[C:3]=1[CH2:4][CH:5]=[CH:6]2, predict the reactants needed to synthesize it. The reactants are: [Cl:1][C:2]1[CH:10]=[CH:9][CH:8]=[C:7]2[C:3]=1[CH2:4][CH2:5][C:6]2=O.[BH4-].[Na+].